This data is from Full USPTO retrosynthesis dataset with 1.9M reactions from patents (1976-2016). The task is: Predict the reactants needed to synthesize the given product. (1) Given the product [OH:1][C:2]1[CH:9]=[C:8]([O:10][CH2:37][C:36]2[C:31]([CH3:30])=[C:32]([C:39]3[CH:44]=[CH:43][CH:42]=[CH:41][CH:40]=3)[CH:33]=[CH:34][CH:35]=2)[CH:7]=[CH:6][C:3]=1[CH:4]=[O:5], predict the reactants needed to synthesize it. The reactants are: [OH:1][C:2]1[CH:9]=[C:8]([OH:10])[CH:7]=[CH:6][C:3]=1[CH:4]=[O:5].C1(P(C2C=CC=CC=2)C2C=CC=CC=2)C=CC=CC=1.[CH3:30][C:31]1[C:36]([CH2:37]O)=[CH:35][CH:34]=[CH:33][C:32]=1[C:39]1[CH:44]=[CH:43][CH:42]=[CH:41][CH:40]=1.N(C(OC(C)C)=O)=NC(OC(C)C)=O. (2) Given the product [CH3:25][C:21]1[CH:20]=[CH:19][C:18]([N:9]2[CH2:10][CH2:11][O:12][CH2:15][CH2:16]2)=[CH:24][C:22]=1[NH2:23], predict the reactants needed to synthesize it. The reactants are: P([O-])([O-])([O-])=O.[K+].[K+].[K+].[NH:9]1[CH2:16][CH2:15]C[C@H:10]1[C:11](O)=[O:12].Br[C:18]1[CH:19]=[CH:20][C:21]([CH3:25])=[C:22]([CH:24]=1)[NH2:23].N1CCOCC1. (3) Given the product [CH3:16][N:14]([CH3:15])[C:12]1[C:11]([C:17]([F:18])([F:19])[F:20])=[CH:10][C:9]2[NH:21][C:22](=[O:45])[CH2:23][C:24]([C:25]3[CH:30]=[CH:29][CH:28]=[C:27]([C:31]4[CH:35]=[C:34]([CH2:36][OH:37])[O:33][N:32]=4)[CH:26]=3)=[N:7][C:8]=2[CH:13]=1, predict the reactants needed to synthesize it. The reactants are: C(OC(=O)[NH:7][C:8]1[CH:13]=[C:12]([N:14]([CH3:16])[CH3:15])[C:11]([C:17]([F:20])([F:19])[F:18])=[CH:10][C:9]=1[NH:21][C:22](=[O:45])[CH2:23][C:24](=O)[C:25]1[CH:30]=[CH:29][CH:28]=[C:27]([C:31]2[CH:35]=[C:34]([CH2:36][O:37]C3CCCCO3)[O:33][N:32]=2)[CH:26]=1)(C)(C)C.C(O)(C(F)(F)F)=O. (4) Given the product [Br:14][CH2:12][C:9]1[S:8][C:7]([C:5]2[S:6][C:2]([Cl:1])=[CH:3][CH:4]=2)=[CH:11][CH:10]=1, predict the reactants needed to synthesize it. The reactants are: [Cl:1][C:2]1[S:6][C:5]([C:7]2[S:8][C:9]([CH2:12]O)=[CH:10][CH:11]=2)=[CH:4][CH:3]=1.[Br:14][Si](C)(C)C. (5) Given the product [N:29]1([C:12]([C:9]2[CH:8]=[CH:7][C:6]3[C:11](=[C:2]([Br:1])[CH:3]=[N:4][CH:5]=3)[N:10]=2)=[O:14])[CH2:28][CH2:27][CH2:24]1, predict the reactants needed to synthesize it. The reactants are: [Br:1][C:2]1[CH:3]=[N:4][CH:5]=[C:6]2[C:11]=1[N:10]=[C:9]([C:12]([OH:14])=O)[CH:8]=[CH:7]2.CN(C(ON1N=NC2C=[CH:27][CH:28]=[N:29][C:24]1=2)=[N+](C)C)C.F[P-](F)(F)(F)(F)F.N1CCC1.CCN(C(C)C)C(C)C. (6) Given the product [CH2:25]([C:19]1[C:20](=[O:21])[N:14]2[N:13]=[CH:12][C:11]([N:9]3[CH:10]=[C:6]([C:4]4[N:3]=[CH:2][S:1][CH:5]=4)[N:7]=[CH:8]3)=[C:15]2[NH:16][C:17]=1[CH3:18])[CH3:26], predict the reactants needed to synthesize it. The reactants are: [S:1]1[CH:5]=[C:4]([C:6]2[N:7]=[CH:8][N:9]([C:11]3[CH:12]=[N:13][NH:14][C:15]=3[NH2:16])[CH:10]=2)[N:3]=[CH:2]1.[CH2:17]([CH:19]([C:25](=O)[CH3:26])[C:20](OCC)=[O:21])[CH3:18]. (7) Given the product [NH2:37][C:2]1[CH:29]=[C:28]([CH3:30])[C:5]([C:6]([N:8]2[C:16]3[C:11](=[N:12][CH:13]=[CH:14][CH:15]=3)[C:10]([C:17]3[CH:26]=[CH:25][C:20]([C:21]([O:23][CH3:24])=[O:22])=[CH:19][C:18]=3[F:27])=[N:9]2)=[O:7])=[C:4]([Cl:31])[CH:3]=1, predict the reactants needed to synthesize it. The reactants are: Br[C:2]1[CH:29]=[C:28]([CH3:30])[C:5]([C:6]([N:8]2[C:16]3[C:11](=[N:12][CH:13]=[CH:14][CH:15]=3)[C:10]([C:17]3[CH:26]=[CH:25][C:20]([C:21]([O:23][CH3:24])=[O:22])=[CH:19][C:18]=3[F:27])=[N:9]2)=[O:7])=[C:4]([Cl:31])[CH:3]=1.[Li+].C[Si]([N-:37][Si](C)(C)C)(C)C.CC(C1C=C(C(C)C)C(C2C=CC=CC=2P(C2CCCCC2)C2CCCCC2)=C(C(C)C)C=1)C.Cl. (8) Given the product [CH3:25][S:26]([C:29]1[CH:30]=[C:31]([NH:35][C:2]2[N:24]=[C:5]3[C:6]([NH:10][CH2:11][C:12]4[C:13]([N:18]([CH3:23])[S:19]([CH3:22])(=[O:21])=[O:20])=[N:14][CH:15]=[CH:16][CH:17]=4)=[CH:7][CH:8]=[CH:9][N:4]3[N:3]=2)[CH:32]=[CH:33][CH:34]=1)(=[O:27])=[O:28], predict the reactants needed to synthesize it. The reactants are: Cl[C:2]1[N:24]=[C:5]2[C:6]([NH:10][CH2:11][C:12]3[C:13]([N:18]([CH3:23])[S:19]([CH3:22])(=[O:21])=[O:20])=[N:14][CH:15]=[CH:16][CH:17]=3)=[CH:7][CH:8]=[CH:9][N:4]2[N:3]=1.[CH3:25][S:26]([C:29]1[CH:30]=[C:31]([NH2:35])[CH:32]=[CH:33][CH:34]=1)(=[O:28])=[O:27].Cl.C1(P(C2CCCCC2)C2C=CC=CC=2C2C=CC=CC=2P(C2CCCCC2)C2CCCCC2)CCCCC1. (9) Given the product [CH:16]1[C:17]2[CH:5]([CH2:4][O:3][C:1]([N:20]([CH3:19])[C@@H:21]([CH2:22][OH:23])[C:24]([OH:26])=[O:25])=[O:2])[C:6]3[C:11](=[CH:10][CH:9]=[CH:8][CH:7]=3)[C:12]=2[CH:13]=[CH:14][CH:15]=1, predict the reactants needed to synthesize it. The reactants are: [C:1](Cl)([O:3][CH2:4][CH:5]1[C:17]2[C:12](=[CH:13][CH:14]=[CH:15][CH:16]=2)[C:11]2[C:6]1=[CH:7][CH:8]=[CH:9][CH:10]=2)=[O:2].[CH3:19][NH:20][C@H:21]([C:24]([OH:26])=[O:25])[CH2:22][OH:23].C(=O)([O-])[O-].[Na+].[Na+].O.